Dataset: Full USPTO retrosynthesis dataset with 1.9M reactions from patents (1976-2016). Task: Predict the reactants needed to synthesize the given product. Given the product [Br:1][C:2]1[CH:7]=[C:6]([N+:8]([O-:10])=[O:9])[C:5]([NH2:11])=[C:4]([CH:18]2[CH2:22][CH2:21][CH2:20][O:19]2)[C:3]=1[F:23], predict the reactants needed to synthesize it. The reactants are: [Br:1][C:2]1[CH:7]=[C:6]([N+:8]([O-:10])=[O:9])[C:5]([NH:11]C(=O)C(F)(F)F)=[C:4]([CH:18]2[CH2:22][CH2:21][CH2:20][O:19]2)[C:3]=1[F:23].O1CCOCC1.S(=O)(=O)(O)O.C([O-])(O)=O.[Na+].